Dataset: Full USPTO retrosynthesis dataset with 1.9M reactions from patents (1976-2016). Task: Predict the reactants needed to synthesize the given product. Given the product [CH3:1][O:2][C:3]1[CH:11]=[CH:10][C:9]([I:12])=[C:8]2[C:4]=1[CH2:5][NH:6][C:7]2=[O:13], predict the reactants needed to synthesize it. The reactants are: [CH3:1][O:2][C:3]1[CH:11]=[CH:10][C:9]([I:12])=[C:8]2[C:4]=1[CH:5](O)[N:6](C(C)(C1C=CC=CC=1)C)[C:7]2=[O:13].FC(F)(F)C(O)=O.C([SiH](CC)CC)C.